The task is: Predict which catalyst facilitates the given reaction.. This data is from Catalyst prediction with 721,799 reactions and 888 catalyst types from USPTO. (1) The catalyst class is: 178. Reactant: C([O:8][C:9]1[CH:10]=[C:11]([CH:29]=[CH:30][CH:31]=1)[C:12]([N:14]1[CH2:19][CH2:18][N:17]([C:20]([NH:22][C:23]2[CH:24]=[N:25][CH:26]=[CH:27][CH:28]=2)=[O:21])[CH2:16][CH2:15]1)=[O:13])C1C=CC=CC=1. Product: [OH:8][C:9]1[CH:10]=[C:11]([CH:29]=[CH:30][CH:31]=1)[C:12]([N:14]1[CH2:15][CH2:16][N:17]([C:20]([NH:22][C:23]2[CH:24]=[N:25][CH:26]=[CH:27][CH:28]=2)=[O:21])[CH2:18][CH2:19]1)=[O:13]. (2) Reactant: [CH2:9]([Se:8][Se:8][CH2:9][C@H:10]([NH2:14])[C:11]([OH:13])=[O:12])[C@H:10]([NH2:14])[C:11]([OH:13])=[O:12].[OH-].[Na+].[BH4-].[Na+].[C:19](N1C=CN=C1)(N1C=CN=C1)=[O:20]. Product: [O:20]=[C:19]1[NH:14][C@H:10]([C:11]([OH:13])=[O:12])[CH2:9][Se:8]1. The catalyst class is: 8. (3) Reactant: C([O:3][C:4](=[O:26])[CH:5]=[CH:6][C:7]1[CH:12]=[CH:11][C:10]([C:13]#[C:14][C:15]2[CH:20]=[C:19]([C:21]([CH3:24])([CH3:23])[CH3:22])[CH:18]=[CH:17][C:16]=2[CH3:25])=[CH:9][CH:8]=1)C.[OH-].[K+]. Product: [C:21]([C:19]1[CH:18]=[CH:17][C:16]([CH3:25])=[C:15]([C:14]#[C:13][C:10]2[CH:11]=[CH:12][C:7]([CH:6]=[CH:5][C:4]([OH:26])=[O:3])=[CH:8][CH:9]=2)[CH:20]=1)([CH3:24])([CH3:23])[CH3:22]. The catalyst class is: 199.